From a dataset of Forward reaction prediction with 1.9M reactions from USPTO patents (1976-2016). Predict the product of the given reaction. (1) Given the reactants FC(F)(F)C(O)=O.[CH3:8][C:9]1[N:10]=[C:11]2[C:16]([O:17]CC3C=CC(OC)=CC=3)=[CH:15][C:14]([N:27]3[CH2:31][C@@H:30]([OH:32])[CH2:29][C:28]3=[O:33])=[CH:13][N:12]2[C:34]=1[CH3:35], predict the reaction product. The product is: [OH:32][C@@H:30]1[CH2:31][N:27]([C:14]2[CH:15]=[C:16]([OH:17])[C:11]3[N:12]([C:34]([CH3:35])=[C:9]([CH3:8])[N:10]=3)[CH:13]=2)[C:28](=[O:33])[CH2:29]1. (2) Given the reactants [C:1]([C:5]1[N:10]=[C:9](Cl)[C:8]([C:12]#[N:13])=[CH:7][CH:6]=1)([CH3:4])([CH3:3])[CH3:2].[CH3:14][C:15]1[CH:20]=[C:19]([CH3:21])[CH:18]=[C:17]([CH3:22])[C:16]=1[OH:23].C([O-])([O-])=O.[K+].[K+].CN(C)C=O, predict the reaction product. The product is: [C:1]([C:5]1[N:10]=[C:9]([O:23][C:16]2[C:17]([CH3:22])=[CH:18][C:19]([CH3:21])=[CH:20][C:15]=2[CH3:14])[C:8]([C:12]#[N:13])=[CH:7][CH:6]=1)([CH3:4])([CH3:3])[CH3:2].